From a dataset of Forward reaction prediction with 1.9M reactions from USPTO patents (1976-2016). Predict the product of the given reaction. (1) Given the reactants [CH2:1]([O:8][C:9]1[CH:14]=[CH:13][N:12]2[N:15]=[C:16]([CH3:34])[C:17]([C:18]3[S:19][C:20]([C:29]4[NH:33][CH:32]=[N:31][N:30]=4)=[C:21]([C:23]4[CH:28]=[CH:27][CH:26]=[CH:25][CH:24]=4)[N:22]=3)=[C:11]2[CH:10]=1)[C:2]1[CH:7]=[CH:6][CH:5]=[CH:4][CH:3]=1.[O:35]1[CH:40]=[CH:39][CH2:38][CH2:37][CH2:36]1.O.C1(C)C=CC(S(O)(=O)=O)=CC=1, predict the reaction product. The product is: [CH2:1]([O:8][C:9]1[CH:14]=[CH:13][N:12]2[N:15]=[C:16]([CH3:34])[C:17]([C:18]3[S:19][C:20]([C:29]4[N:33]=[CH:32][N:31]([CH:36]5[CH2:37][CH2:38][CH2:39][CH2:40][O:35]5)[N:30]=4)=[C:21]([C:23]4[CH:28]=[CH:27][CH:26]=[CH:25][CH:24]=4)[N:22]=3)=[C:11]2[CH:10]=1)[C:2]1[CH:7]=[CH:6][CH:5]=[CH:4][CH:3]=1. (2) The product is: [CH2:34]([NH:41][C:12](=[O:13])[CH2:11][CH2:10][O:9][C:8]1[CH:15]=[C:16]([CH3:17])[C:5]([SiH:4]([CH:1]([CH3:2])[CH3:3])[CH:19]([CH3:20])[CH3:21])=[C:6]([CH3:18])[CH:7]=1)[C:35]1[CH:40]=[CH:39][CH:38]=[CH:37][CH:36]=1. Given the reactants [CH:1]([SiH:4]([CH:19]([CH3:21])[CH3:20])[C:5]1[C:16]([CH3:17])=[CH:15][C:8]([O:9][CH2:10][CH2:11][C:12](O)=[O:13])=[CH:7][C:6]=1[CH3:18])([CH3:3])[CH3:2].Cl.CN(C)CCCN=C=NCC.[CH2:34]([NH2:41])[C:35]1[CH:40]=[CH:39][CH:38]=[CH:37][CH:36]=1, predict the reaction product. (3) The product is: [ClH:1].[ClH:1].[CH3:2][O:3][C:4]1[CH:5]=[C:6]2[C:10](=[CH:11][CH:12]=1)[NH:9][C:8](=[O:13])[C:7]12[CH2:15][CH:14]1[C:16]1[CH:24]=[C:23]2[C:19]([C:20]([C:25]3[CH:26]=[N:27][C:28]([N:31]4[CH2:32][CH2:33][N:34]([CH3:37])[CH2:35][CH2:36]4)=[CH:29][CH:30]=3)=[N:21][NH:22]2)=[CH:18][CH:17]=1. Given the reactants [ClH:1].[CH3:2][O:3][C:4]1[CH:5]=[C:6]2[C:10](=[CH:11][CH:12]=1)[NH:9][C:8](=[O:13])[C@:7]12[CH2:15][C@H:14]1[C:16]1[CH:24]=[C:23]2[C:19]([C:20]([C:25]3[CH:26]=[N:27][C:28]([N:31]4[CH2:36][CH2:35][N:34]([CH3:37])[CH2:33][CH2:32]4)=[CH:29][CH:30]=3)=[N:21][NH:22]2)=[CH:18][CH:17]=1, predict the reaction product. (4) Given the reactants [CH3:1][N:2]([CH3:26])[C:3]1([C:20]2[CH:25]=[CH:24][CH:23]=[CH:22][CH:21]=2)[CH2:8][CH2:7][C:6](=[CH:9][C:10]([NH:12][C:13]2[CH:18]=[CH:17][C:16]([F:19])=[CH:15][CH:14]=2)=[O:11])[CH2:5][CH2:4]1.[Cl:27][Si](C)(C)C, predict the reaction product. The product is: [ClH:27].[CH3:26][N:2]([CH3:1])[C:3]1([C:20]2[CH:25]=[CH:24][CH:23]=[CH:22][CH:21]=2)[CH2:4][CH2:5][C:6](=[CH:9][C:10]([NH:12][C:13]2[CH:14]=[CH:15][C:16]([F:19])=[CH:17][CH:18]=2)=[O:11])[CH2:7][CH2:8]1. (5) Given the reactants [OH:1][C:2]1[C:7]([NH:8][C:9](=[O:23])[CH:10]([C:17]2[CH:22]=[CH:21][CH:20]=[CH:19][CH:18]=2)[C:11]2[CH:16]=[CH:15][CH:14]=[CH:13][CH:12]=2)=[CH:6][N:5]=[C:4]([CH2:24][OH:25])[N:3]=1.CC(OI1(OC(C)=O)(OC(C)=O)OC(=O)C2C=CC=CC1=2)=O, predict the reaction product. The product is: [CH:24]([C:4]1[N:3]=[C:2]([OH:1])[C:7]([NH:8][C:9](=[O:23])[CH:10]([C:11]2[CH:12]=[CH:13][CH:14]=[CH:15][CH:16]=2)[C:17]2[CH:22]=[CH:21][CH:20]=[CH:19][CH:18]=2)=[CH:6][N:5]=1)=[O:25].